This data is from Full USPTO retrosynthesis dataset with 1.9M reactions from patents (1976-2016). The task is: Predict the reactants needed to synthesize the given product. (1) Given the product [C:5]([N:9]1[CH:13]=[C:12]([C:14]2[N:19]=[C:18]([Cl:2])[C:17]3=[CH:21][N:22]([CH3:24])[N:23]=[C:16]3[CH:15]=2)[CH:11]=[N:10]1)([CH3:8])([CH3:7])[CH3:6], predict the reactants needed to synthesize it. The reactants are: O(Cl)[Cl:2].[P+5].[C:5]([N:9]1[CH:13]=[C:12]([C:14]2[NH:19][C:18](=O)[C:17]3=[CH:21][N:22]([CH3:24])[N:23]=[C:16]3[CH:15]=2)[CH:11]=[N:10]1)([CH3:8])([CH3:7])[CH3:6].C(=O)(O)[O-].[Na+]. (2) Given the product [N:1]1([C:2]2[CH:7]=[C:6]([CH2:8][C:9]([O:11][C:12]([CH3:15])([CH3:14])[CH3:13])=[O:10])[CH:5]=[CH:4][N:3]=2)[CH:30]=[N:28][N:27]=[N:26]1, predict the reactants needed to synthesize it. The reactants are: [NH2:1][C:2]1[CH:7]=[C:6]([CH2:8][C:9]([O:11][C:12]([CH3:15])([CH3:14])[CH3:13])=[O:10])[CH:5]=[CH:4][N:3]=1.C(OCC)(OCC)OCC.[N-:26]=[N+:27]=[N-:28].[Na+].[C:30](=O)(O)[O-].[Na+]. (3) Given the product [Cl:13][C:4]1[C:3]2=[CH:8][CH:9]=[CH:10][N:2]2[N:1]=[CH:6][N:5]=1, predict the reactants needed to synthesize it. The reactants are: [N:1]1[N:2]2[CH:10]=[CH:9][CH:8]=[C:3]2[C:4](=O)[NH:5][CH:6]=1.O=P(Cl)(Cl)[Cl:13].CCN(C(C)C)C(C)C. (4) The reactants are: [S:1]([N:11]1[C:19]2[CH:18]=[CH:17][N:16]=[CH:15][C:14]=2[CH:13]=[CH:12]1)([C:4]1[CH:10]=[CH:9][C:7]([CH3:8])=[CH:6][CH:5]=1)(=[O:3])=[O:2].[Li]CCCC.[C:25](Cl)(=[O:29])[O:26][CH2:27][CH3:28].Cl. Given the product [S:1]([N:11]1[C:19]2[CH:18]=[CH:17][N:16]=[CH:15][C:14]=2[CH:13]=[C:12]1[C:25]([O:26][CH2:27][CH3:28])=[O:29])([C:4]1[CH:10]=[CH:9][C:7]([CH3:8])=[CH:6][CH:5]=1)(=[O:3])=[O:2], predict the reactants needed to synthesize it. (5) The reactants are: [N+]([C:4]1[CH:9]=[CH:8][N+:7]([O-:10])=[CH:6][CH:5]=1)([O-])=O.[F:11][C:12]([F:22])([F:21])[O:13][C:14]1[CH:19]=[CH:18][C:17]([OH:20])=[CH:16][CH:15]=1.C([O-])([O-])=O.[K+].[K+].CN(C=O)C. Given the product [F:11][C:12]([F:21])([F:22])[O:13][C:14]1[CH:19]=[CH:18][C:17]([O:20][C:4]2[CH:9]=[CH:8][N+:7]([O-:10])=[CH:6][CH:5]=2)=[CH:16][CH:15]=1, predict the reactants needed to synthesize it. (6) Given the product [CH3:1][C:2]1[C:10]2[CH2:9][O:8][C:7](=[O:11])[C:6]=2[CH:5]=[CH:4][C:3]=1[S:12][CH2:14][CH:15]1[CH2:20][CH2:19][N:18]([C:21]([O:23][C:24]([CH3:25])([CH3:27])[CH3:26])=[O:22])[CH2:17][CH2:16]1, predict the reactants needed to synthesize it. The reactants are: [CH3:1][C:2]1[C:10]2[CH2:9][O:8][C:7](=[O:11])[C:6]=2[CH:5]=[CH:4][C:3]=1[SH:12].Br[CH2:14][CH:15]1[CH2:20][CH2:19][N:18]([C:21]([O:23][C:24]([CH3:27])([CH3:26])[CH3:25])=[O:22])[CH2:17][CH2:16]1.C(=O)([O-])[O-].[K+].[K+].